This data is from Forward reaction prediction with 1.9M reactions from USPTO patents (1976-2016). The task is: Predict the product of the given reaction. (1) Given the reactants Br[CH:2]1[CH2:4][CH2:3]1.[Mg].[O:6]=[C:7]1[C:16]2[CH:17]=[C:18]([CH2:21][C:22]([O:24][CH3:25])=[O:23])[CH:19]=[CH:20][C:15]=2[O:14][CH2:13][C:12]2[CH:11]=[CH:10][S:9][C:8]1=2.[Cl-].[NH4+], predict the reaction product. The product is: [CH:2]1([C:7]2([OH:6])[C:16]3[CH:17]=[C:18]([CH2:21][C:22]([O:24][CH3:25])=[O:23])[CH:19]=[CH:20][C:15]=3[O:14][CH2:13][C:12]3[CH:11]=[CH:10][S:9][C:8]2=3)[CH2:4][CH2:3]1. (2) Given the reactants [CH3:1][O:2][C:3]1[CH:8]=[CH:7][C:6]([N:9]2[C:13]([C:14]([OH:16])=O)=[CH:12][C:11]([CH3:17])=[N:10]2)=[CH:5][CH:4]=1.[CH:18]1([NH2:24])[CH2:23][CH2:22][CH2:21][CH2:20][CH2:19]1, predict the reaction product. The product is: [CH:18]1([NH:24][C:14]([C:13]2[N:9]([C:6]3[CH:5]=[CH:4][C:3]([O:2][CH3:1])=[CH:8][CH:7]=3)[N:10]=[C:11]([CH3:17])[CH:12]=2)=[O:16])[CH2:23][CH2:22][CH2:21][CH2:20][CH2:19]1. (3) Given the reactants F[P-](F)(F)(F)(F)F.CN(C)C=[N+](C)C.CC(C)([O-])C.[K+].[C:21]([O:25][C:26]([N:28]1[C:32](=[O:33])[CH2:31][CH2:30][C@H:29]1CC1C=CC(C2C=CC=CC=2)=CC=1)=[O:27])([CH3:24])([CH3:23])[CH3:22], predict the reaction product. The product is: [C:21]([O:25][C:26]([N:28]1[CH2:29][CH2:30][CH2:31][C:32]1=[O:33])=[O:27])([CH3:24])([CH3:22])[CH3:23]. (4) Given the reactants [C:1]([O:5][C:6]([NH:8][C@@H:9]1[CH2:11][C@H:10]1[C:12]1[CH:13]=[CH:14][C:15]([O:21][CH3:22])=[C:16]([CH:20]=1)[C:17](O)=[O:18])=[O:7])([CH3:4])([CH3:3])[CH3:2].[CH:23]1([NH2:28])[CH2:27][CH2:26][CH2:25][CH2:24]1.C(N(CC)CC)C.F[P-](F)(F)(F)(F)F.N1(OC(N(C)C)=[N+](C)C)C2N=CC=CC=2N=N1, predict the reaction product. The product is: [CH:23]1([NH:28][C:17]([C:16]2[CH:20]=[C:12]([C@@H:10]3[CH2:11][C@H:9]3[NH:8][C:6](=[O:7])[O:5][C:1]([CH3:2])([CH3:3])[CH3:4])[CH:13]=[CH:14][C:15]=2[O:21][CH3:22])=[O:18])[CH2:27][CH2:26][CH2:25][CH2:24]1. (5) Given the reactants [OH-].[Na+].C[O:4][C:5]([C:7]12[CH2:14][CH2:13][CH:12]=[C:11]1[CH2:10][N:9]([C:15]([O:17][CH2:18][C:19]1[CH:24]=[CH:23][CH:22]=[CH:21][CH:20]=1)=[O:16])[CH2:8]2)=[O:6], predict the reaction product. The product is: [CH2:18]([O:17][C:15]([N:9]1[CH2:10][C:11]2[C:7]([C:5]([OH:6])=[O:4])([CH2:14][CH2:13][CH:12]=2)[CH2:8]1)=[O:16])[C:19]1[CH:24]=[CH:23][CH:22]=[CH:21][CH:20]=1. (6) Given the reactants C([O:3][C:4](=[O:37])[C:5]([CH3:36])([O:7][C:8]1[CH:13]=[CH:12][C:11]([O:14][CH2:15][CH2:16][C:17]2[N:18]=[C:19]([C:23]3[CH:28]=[CH:27][C:26]([O:29][C:30]4[CH:35]=[CH:34][CH:33]=[CH:32][CH:31]=4)=[CH:25][CH:24]=3)[O:20][C:21]=2[CH3:22])=[CH:10][CH:9]=1)[CH3:6])C.[OH-].[Na+], predict the reaction product. The product is: [CH3:36][C:5]([O:7][C:8]1[CH:9]=[CH:10][C:11]([O:14][CH2:15][CH2:16][C:17]2[N:18]=[C:19]([C:23]3[CH:24]=[CH:25][C:26]([O:29][C:30]4[CH:35]=[CH:34][CH:33]=[CH:32][CH:31]=4)=[CH:27][CH:28]=3)[O:20][C:21]=2[CH3:22])=[CH:12][CH:13]=1)([CH3:6])[C:4]([OH:37])=[O:3]. (7) Given the reactants [NH2:1][CH2:2][C@@H:3]([OH:6])[CH2:4][CH3:5].[C:7]([Si:11](Cl)([CH3:13])[CH3:12])([CH3:10])([CH3:9])[CH3:8].N1C=CN=C1, predict the reaction product. The product is: [Si:11]([O:6][C@@H:3]([CH2:4][CH3:5])[CH2:2][NH2:1])([C:7]([CH3:10])([CH3:9])[CH3:8])([CH3:13])[CH3:12].